This data is from Catalyst prediction with 721,799 reactions and 888 catalyst types from USPTO. The task is: Predict which catalyst facilitates the given reaction. (1) Reactant: C(NC(C)C)(C)C.[Li]CCCC.[Cl:13][C:14]1[CH:15]=[N:16][CH:17]=[CH:18][CH:19]=1.[CH:20]([CH:22]1[CH2:27][CH2:26][N:25]([C:28]([O:30][C:31]([CH3:34])([CH3:33])[CH3:32])=[O:29])[CH2:24][CH2:23]1)=[O:21]. Product: [Cl:13][C:14]1[CH:15]=[N:16][CH:17]=[CH:18][C:19]=1[CH:20]([OH:21])[CH:22]1[CH2:27][CH2:26][N:25]([C:28]([O:30][C:31]([CH3:33])([CH3:32])[CH3:34])=[O:29])[CH2:24][CH2:23]1. The catalyst class is: 1. (2) Reactant: CS([C:5]1[N:9]=[C:8]([C:10]2[CH:15]=[CH:14][CH:13]=[C:12]([Cl:16])[CH:11]=2)[S:7][N:6]=1)(=O)=O.[CH2:17]([OH:22])[C:18]#[C:19][CH2:20][CH3:21].[H-].[Na+].[Cl-].[Na+]. Product: [Cl:16][C:12]1[CH:11]=[C:10]([C:8]2[S:7][N:6]=[C:5]([O:22][CH2:17][C:18]#[C:19][CH2:20][CH3:21])[N:9]=2)[CH:15]=[CH:14][CH:13]=1. The catalyst class is: 9.